Dataset: NCI-60 drug combinations with 297,098 pairs across 59 cell lines. Task: Regression. Given two drug SMILES strings and cell line genomic features, predict the synergy score measuring deviation from expected non-interaction effect. (1) Drug 1: CN(C(=O)NC(C=O)C(C(C(CO)O)O)O)N=O. Drug 2: CC1=C(C(=O)C2=C(C1=O)N3CC4C(C3(C2COC(=O)N)OC)N4)N. Cell line: HS 578T. Synergy scores: CSS=5.50, Synergy_ZIP=-5.46, Synergy_Bliss=-3.78, Synergy_Loewe=-7.96, Synergy_HSA=-2.22. (2) Drug 1: CN(CC1=CN=C2C(=N1)C(=NC(=N2)N)N)C3=CC=C(C=C3)C(=O)NC(CCC(=O)O)C(=O)O. Drug 2: CC1C(C(CC(O1)OC2CC(CC3=C2C(=C4C(=C3O)C(=O)C5=CC=CC=C5C4=O)O)(C(=O)C)O)N)O. Cell line: 786-0. Synergy scores: CSS=57.3, Synergy_ZIP=-11.3, Synergy_Bliss=-28.7, Synergy_Loewe=20.3, Synergy_HSA=-22.4. (3) Drug 1: C1CCN(CC1)CCOC2=CC=C(C=C2)C(=O)C3=C(SC4=C3C=CC(=C4)O)C5=CC=C(C=C5)O. Drug 2: CC1=CC2C(CCC3(C2CCC3(C(=O)C)OC(=O)C)C)C4(C1=CC(=O)CC4)C. Cell line: RPMI-8226. Synergy scores: CSS=-3.57, Synergy_ZIP=3.53, Synergy_Bliss=3.50, Synergy_Loewe=0.549, Synergy_HSA=-1.29. (4) Drug 1: CS(=O)(=O)OCCCCOS(=O)(=O)C. Drug 2: C(CN)CNCCSP(=O)(O)O. Cell line: HOP-92. Synergy scores: CSS=6.86, Synergy_ZIP=-1.51, Synergy_Bliss=-4.92, Synergy_Loewe=-11.8, Synergy_HSA=-8.46. (5) Drug 1: CC1C(C(=O)NC(C(=O)N2CCCC2C(=O)N(CC(=O)N(C(C(=O)O1)C(C)C)C)C)C(C)C)NC(=O)C3=C4C(=C(C=C3)C)OC5=C(C(=O)C(=C(C5=N4)C(=O)NC6C(OC(=O)C(N(C(=O)CN(C(=O)C7CCCN7C(=O)C(NC6=O)C(C)C)C)C)C(C)C)C)N)C. Drug 2: COCCOC1=C(C=C2C(=C1)C(=NC=N2)NC3=CC=CC(=C3)C#C)OCCOC.Cl. Cell line: CCRF-CEM. Synergy scores: CSS=54.0, Synergy_ZIP=2.80, Synergy_Bliss=4.33, Synergy_Loewe=-8.59, Synergy_HSA=2.60. (6) Drug 1: CC1=C2C(C(=O)C3(C(CC4C(C3C(C(C2(C)C)(CC1OC(=O)C(C(C5=CC=CC=C5)NC(=O)OC(C)(C)C)O)O)OC(=O)C6=CC=CC=C6)(CO4)OC(=O)C)O)C)O. Drug 2: C1=CC=C(C(=C1)C(C2=CC=C(C=C2)Cl)C(Cl)Cl)Cl. Cell line: NCIH23. Synergy scores: CSS=-4.95, Synergy_ZIP=2.55, Synergy_Bliss=0.851, Synergy_Loewe=-2.59, Synergy_HSA=-3.07. (7) Drug 1: CC1=CC=C(C=C1)C2=CC(=NN2C3=CC=C(C=C3)S(=O)(=O)N)C(F)(F)F. Drug 2: C1CC(=O)NC(=O)C1N2C(=O)C3=CC=CC=C3C2=O. Cell line: OVCAR-8. Synergy scores: CSS=-6.13, Synergy_ZIP=5.75, Synergy_Bliss=5.03, Synergy_Loewe=-0.454, Synergy_HSA=-2.43. (8) Drug 1: CC1CCC2CC(C(=CC=CC=CC(CC(C(=O)C(C(C(=CC(C(=O)CC(OC(=O)C3CCCCN3C(=O)C(=O)C1(O2)O)C(C)CC4CCC(C(C4)OC)O)C)C)O)OC)C)C)C)OC. Drug 2: CC1C(C(CC(O1)OC2CC(CC3=C2C(=C4C(=C3O)C(=O)C5=C(C4=O)C(=CC=C5)OC)O)(C(=O)CO)O)N)O.Cl. Cell line: M14. Synergy scores: CSS=40.5, Synergy_ZIP=-0.257, Synergy_Bliss=4.62, Synergy_Loewe=4.69, Synergy_HSA=5.86. (9) Drug 1: C1CC(=O)NC(=O)C1N2CC3=C(C2=O)C=CC=C3N. Drug 2: C1CN1P(=S)(N2CC2)N3CC3. Cell line: NCIH23. Synergy scores: CSS=25.5, Synergy_ZIP=-8.40, Synergy_Bliss=-1.81, Synergy_Loewe=-18.3, Synergy_HSA=0.270. (10) Drug 1: CN(C(=O)NC(C=O)C(C(C(CO)O)O)O)N=O. Drug 2: B(C(CC(C)C)NC(=O)C(CC1=CC=CC=C1)NC(=O)C2=NC=CN=C2)(O)O. Cell line: HOP-92. Synergy scores: CSS=55.5, Synergy_ZIP=1.81, Synergy_Bliss=2.51, Synergy_Loewe=-35.0, Synergy_HSA=-2.39.